From a dataset of Forward reaction prediction with 1.9M reactions from USPTO patents (1976-2016). Predict the product of the given reaction. (1) Given the reactants [CH2:1]([O:8][C:9]1[C:14](Br)=[CH:13][C:12](Br)=[CH:11][C:10]=1[CH2:17][C:18]([O:20][CH3:21])=[O:19])[C:2]1[CH:7]=[CH:6][CH:5]=[CH:4][CH:3]=1.[CH:22](/B1OC(C)(C)C(C)(C)O1)=[CH:23]\[CH2:24][CH2:25][CH3:26], predict the reaction product. The product is: [CH2:1]([O:8][C:9]1[C:14](/[CH:1]=[CH:2]/[CH2:3][CH2:4][CH3:5])=[CH:13][C:12](/[CH:22]=[CH:23]/[CH2:24][CH2:25][CH3:26])=[CH:11][C:10]=1[CH2:17][C:18]([O:20][CH3:21])=[O:19])[C:2]1[CH:7]=[CH:6][CH:5]=[CH:4][CH:3]=1. (2) Given the reactants [SH:1][C:2]1[CH:15]=[CH:14][CH:13]=[CH:12][C:3]=1[C:4]([NH:6][C:7](=[O:11])[CH2:8][CH2:9][NH2:10])=[O:5].[Br:16][CH2:17][CH2:18][N:19]=[C:20]=[O:21], predict the reaction product. The product is: [Br:16][CH2:17][CH2:18][NH:19][C:20]([S:1][C:2]1[CH:15]=[CH:14][CH:13]=[CH:12][C:3]=1[C:4]([NH:6][C:7](=[O:11])[CH2:8][CH2:9][NH2:10])=[O:5])=[O:21]. (3) Given the reactants [CH3:1][O:2][C:3]1[CH:20]=[CH:19][C:6]([CH2:7][O:8][C:9]([C@@H:11]2[C@@H:14]([CH2:15][CH:16]=[CH2:17])[C:13](=[O:18])[NH:12]2)=[O:10])=[CH:5][CH:4]=1.C(N(CC)CC)C.[CH2:28]([CH:30]([N:37]=[C:38]=[O:39])[C:31]1[CH:36]=[CH:35][CH:34]=[CH:33][CH:32]=1)[CH3:29], predict the reaction product. The product is: [CH3:1][O:2][C:3]1[CH:4]=[CH:5][C:6]([CH2:7][O:8][C:9]([C@@H:11]2[C@@H:14]([CH2:15][CH:16]=[CH2:17])[C:13](=[O:18])[N:12]2[C:38](=[O:39])[NH:37][CH:30]([C:31]2[CH:36]=[CH:35][CH:34]=[CH:33][CH:32]=2)[CH2:28][CH3:29])=[O:10])=[CH:19][CH:20]=1. (4) Given the reactants [CH3:1][NH:2][C@@H:3]([C:15]([NH:17][C@H:18]([C:23]([N:25]([C@@H:27]([CH:36]([CH3:38])[CH3:37])/[CH:28]=[C:29](\[CH3:35])/[C:30]([O:32]CC)=[O:31])[CH3:26])=[O:24])[C:19]([CH3:22])([CH3:21])[CH3:20])=[O:16])[C:4]([CH3:14])([CH3:13])[C:5]1[CH:10]=[C:9]([CH3:11])[CH:8]=[C:7]([CH3:12])[CH:6]=1.[OH-].[Li+], predict the reaction product. The product is: [CH3:1][NH:2][C@@H:3]([C:15]([NH:17][C@H:18]([C:23]([N:25]([C@@H:27]([CH:36]([CH3:38])[CH3:37])/[CH:28]=[C:29](/[C:30]([OH:32])=[O:31])\[CH3:35])[CH3:26])=[O:24])[C:19]([CH3:21])([CH3:22])[CH3:20])=[O:16])[C:4]([CH3:14])([CH3:13])[C:5]1[CH:6]=[C:7]([CH3:12])[CH:8]=[C:9]([CH3:11])[CH:10]=1. (5) Given the reactants [F:1][C:2]1[CH:7]=[CH:6][CH:5]=[C:4]([F:8])[C:3]=1[CH:9]1[NH:14][C:13]2[CH:15]=[CH:16][C:17](B3OC(C)(C)C(C)(C)O3)=[CH:18][C:12]=2[O:11][CH2:10]1.[CH2:28]([C:30]1[S:34][C:33]([C:35]2[O:36][CH:37]=[CH:38][N:39]=2)=[N:32][C:31]=1OS(C(F)(F)F)(=O)=O)[CH3:29], predict the reaction product. The product is: [F:8][C:4]1[CH:5]=[CH:6][CH:7]=[C:2]([F:1])[C:3]=1[CH:9]1[NH:14][C:13]2[CH:15]=[CH:16][C:17]([C:31]3[N:32]=[C:33]([C:35]4[O:36][CH:37]=[CH:38][N:39]=4)[S:34][C:30]=3[CH2:28][CH3:29])=[CH:18][C:12]=2[O:11][CH2:10]1.